Dataset: Reaction yield outcomes from USPTO patents with 853,638 reactions. Task: Predict the reaction yield, written as a fraction of the theoretical maximum amount of product (1.0 means a 100% yield; for example, 0.34 means a 34% yield). (1) The reactants are [I:1][C:2]1[CH:10]=[CH:9]C(C([Cl:8])=O)=[CH:4][CH:3]=1.[Cl:11][C:12]1[CH:17]=[CH:16][CH:15]=[C:14]([NH:18][CH:19]([CH3:21])C)[C:13]=1[NH2:22].[CH2:23]1[CH2:27]OC[CH2:24]1. No catalyst specified. The product is [ClH:8].[Cl:11][C:12]1[C:13]2[N:22]([CH2:24][CH2:23][CH3:27])[C:19]([C:21]3[CH:4]=[CH:3][C:2]([I:1])=[CH:10][CH:9]=3)=[NH+:18][C:14]=2[CH:15]=[CH:16][CH:17]=1. The yield is 0.710. (2) The reactants are Br[C:2]1[CH:3]=[CH:4][C:5]([F:8])=[N:6][CH:7]=1.[CH3:9][C:10]1[CH:14]=[C:13]([Sn](CCCC)(CCCC)CCCC)[O:12][N:11]=1.C1CCC(P(C2C(C3C=CC=CC=3)=CC=CC=2)C2CCCCC2)CC1.CN(C=O)C. The catalyst is C1C=CC(/C=C/C(/C=C/C2C=CC=CC=2)=O)=CC=1.C1C=CC(/C=C/C(/C=C/C2C=CC=CC=2)=O)=CC=1.C1C=CC(/C=C/C(/C=C/C2C=CC=CC=2)=O)=CC=1.[Pd].[Pd]. The product is [F:8][C:5]1[CH:4]=[CH:3][C:2]([C:13]2[O:12][N:11]=[C:10]([CH3:9])[CH:14]=2)=[CH:7][N:6]=1. The yield is 0.545. (3) The reactants are Cl[C:2]1[CH:7]=[C:6]([CH2:8][N:9]2[C:13]([CH3:14])=[N:12][C:11]([C:15]3[O:16][C:17]([C:20]4[CH:25]=[CH:24][CH:23]=[CH:22][CH:21]=4)=[CH:18][CH:19]=3)=[N:10]2)[CH:5]=[CH:4][N:3]=1.Cl[C:27]1[CH:32]=[C:31]([CH2:33][N:34]2[C:38]([C:39]3[O:40][C:41]([C:44]4[CH:49]=[CH:48][CH:47]=[CH:46][CH:45]=4)=[CH:42][CH:43]=3)=[N:37][C:36]([CH3:50])=[N:35]2)[CH:30]=[CH:29][N:28]=1.[CH3:51][N:52]1[CH2:57][CH2:56][NH:55][CH2:54][CH2:53]1. The catalyst is CCN(C(C)C)C(C)C. The product is [CH3:51][N:52]1[CH2:57][CH2:56][N:55]([C:2]2[CH:7]=[C:6]([CH2:8][N:9]3[C:13]([CH3:14])=[N:12][C:11]([C:15]4[O:16][C:17]([C:20]5[CH:25]=[CH:24][CH:23]=[CH:22][CH:21]=5)=[CH:18][CH:19]=4)=[N:10]3)[CH:5]=[CH:4][N:3]=2)[CH2:54][CH2:53]1.[CH3:51][N:52]1[CH2:57][CH2:56][N:55]([C:27]2[CH:32]=[C:31]([CH2:33][N:34]3[C:38]([C:39]4[O:40][C:41]([C:44]5[CH:45]=[CH:46][CH:47]=[CH:48][CH:49]=5)=[CH:42][CH:43]=4)=[N:37][C:36]([CH3:50])=[N:35]3)[CH:30]=[CH:29][N:28]=2)[CH2:54][CH2:53]1. The yield is 0.530. (4) The reactants are [Cl:1][C:2]1[CH:16]=[CH:15][C:5]([CH2:6][O:7][C:8]2[CH:13]=[CH:12][NH:11][C:10](=[O:14])[CH:9]=2)=[CH:4][CH:3]=1.Br[C:18]1[CH:26]=[C:25]2[C:21]([C:22]3[CH2:31][CH2:30][N:29]([CH3:32])[CH2:28][C:23]=3[N:24]2[CH3:27])=[CH:20][CH:19]=1. No catalyst specified. The product is [ClH:1].[Cl:1][C:2]1[CH:16]=[CH:15][C:5]([CH2:6][O:7][C:8]2[CH:13]=[CH:12][N:11]([C:18]3[CH:26]=[C:25]4[C:21]([C:22]5[CH2:31][CH2:30][N:29]([CH3:32])[CH2:28][C:23]=5[N:24]4[CH3:27])=[CH:20][CH:19]=3)[C:10](=[O:14])[CH:9]=2)=[CH:4][CH:3]=1. The yield is 0.170. (5) The reactants are [NH2:1][C:2]1[CH:3]=[C:4]([OH:8])[CH:5]=[CH:6][CH:7]=1.[F:9][C:10]([F:23])([O:14][C:15]1[CH:16]=[C:17]([CH:20]=[CH:21][CH:22]=1)[CH:18]=O)[CH:11]([F:13])[F:12].C(O[BH-](OC(=O)C)OC(=O)C)(=O)C.[Na+].C(O)(=O)C. The catalyst is ClCCCl.O. The product is [F:9][C:10]([F:23])([O:14][C:15]1[CH:16]=[C:17]([CH2:18][NH:1][C:2]2[CH:3]=[C:4]([OH:8])[CH:5]=[CH:6][CH:7]=2)[CH:20]=[CH:21][CH:22]=1)[CH:11]([F:12])[F:13]. The yield is 0.780.